From a dataset of Full USPTO retrosynthesis dataset with 1.9M reactions from patents (1976-2016). Predict the reactants needed to synthesize the given product. (1) Given the product [Cl:1][C:2]1[N:10]=[C:9]2[C:5]([N:6]=[CH:7][N:8]2[CH:11]([CH3:13])[CH3:12])=[C:4]([NH:21][CH2:20][C:19]2[CH:22]=[CH:23][CH:24]=[C:17]([C:16]([F:15])([F:25])[F:26])[CH:18]=2)[N:3]=1, predict the reactants needed to synthesize it. The reactants are: [Cl:1][C:2]1[N:10]=[C:9]2[C:5]([N:6]=[CH:7][N:8]2[CH:11]([CH3:13])[CH3:12])=[C:4](Cl)[N:3]=1.[F:15][C:16]([F:26])([F:25])[C:17]1[CH:18]=[C:19]([CH:22]=[CH:23][CH:24]=1)[CH2:20][NH2:21].CCN(CC)CC. (2) The reactants are: C([O:8][C:9]1[C:13]([CH2:14][CH2:15][C:16]2[N:17]=[CH:18][S:19][CH:20]=2)=[CH:12][N:11]([C:21]2[CH:26]=[CH:25][CH:24]=[CH:23][CH:22]=2)[N:10]=1)C1C=CC=CC=1.C(#N)C.I[Si](C)(C)C. Given the product [C:21]1([N:11]2[CH:12]=[C:13]([CH2:14][CH2:15][C:16]3[N:17]=[CH:18][S:19][CH:20]=3)[C:9]([OH:8])=[N:10]2)[CH:22]=[CH:23][CH:24]=[CH:25][CH:26]=1, predict the reactants needed to synthesize it.